This data is from Drug-target binding data from BindingDB using Ki measurements. The task is: Regression. Given a target protein amino acid sequence and a drug SMILES string, predict the binding affinity score between them. We predict pKi (pKi = -log10(Ki in M); higher means stronger inhibition). Dataset: bindingdb_ki. The compound is C(=C/c1ccccc1)\CN(c1ccccc1)C1CCN(Cc2ccccc2)CC1. The target protein (Q99720) has sequence MQWAVGRRWAWAALLLAVAAVLTQVVWLWLGTQSFVFQREEIAQLARQYAGLDHELAFSRLIVELRRLHPGHVLPDEELQWVFVNAGGWMGAMCLLHASLSEYVLLFGTALGSRGHSGRYWAEISDTIISGTFHQWREGTTKSEVFYPGETVVHGPGEATAVEWGPNTWMVEYGRGVIPSTLAFALADTVFSTQDFLTLFYTLRSYARGLRLELTTYLFGQDP. The pKi is 5.8.